Dataset: NCI-60 drug combinations with 297,098 pairs across 59 cell lines. Task: Regression. Given two drug SMILES strings and cell line genomic features, predict the synergy score measuring deviation from expected non-interaction effect. Drug 1: CCC1(CC2CC(C3=C(CCN(C2)C1)C4=CC=CC=C4N3)(C5=C(C=C6C(=C5)C78CCN9C7C(C=CC9)(C(C(C8N6C=O)(C(=O)OC)O)OC(=O)C)CC)OC)C(=O)OC)O.OS(=O)(=O)O. Synergy scores: CSS=38.1, Synergy_ZIP=5.81, Synergy_Bliss=11.2, Synergy_Loewe=1.04, Synergy_HSA=2.04. Drug 2: CCC1(CC2CC(C3=C(CCN(C2)C1)C4=CC=CC=C4N3)(C5=C(C=C6C(=C5)C78CCN9C7C(C=CC9)(C(C(C8N6C)(C(=O)OC)O)OC(=O)C)CC)OC)C(=O)OC)O.OS(=O)(=O)O. Cell line: MOLT-4.